From a dataset of Forward reaction prediction with 1.9M reactions from USPTO patents (1976-2016). Predict the product of the given reaction. Given the reactants [Cl:1][C:2]1[C:11]([C:12]2[N:13]([C:23]([O:25][C:26]([CH3:29])([CH3:28])[CH3:27])=[O:24])[C:14]3[C:19]([CH:20]=2)=[CH:18][C:17]([CH2:21][OH:22])=[CH:16][CH:15]=3)=[CH:10][C:9]2[C:4](=[CH:5][CH:6]=[CH:7][CH:8]=2)[N:3]=1, predict the reaction product. The product is: [Cl:1][C:2]1[C:11]([C:12]2[N:13]([C:23]([O:25][C:26]([CH3:29])([CH3:28])[CH3:27])=[O:24])[C:14]3[C:19]([CH:20]=2)=[CH:18][C:17]([CH:21]=[O:22])=[CH:16][CH:15]=3)=[CH:10][C:9]2[C:4](=[CH:5][CH:6]=[CH:7][CH:8]=2)[N:3]=1.